Dataset: NCI-60 drug combinations with 297,098 pairs across 59 cell lines. Task: Regression. Given two drug SMILES strings and cell line genomic features, predict the synergy score measuring deviation from expected non-interaction effect. (1) Drug 1: CN1CCC(CC1)COC2=C(C=C3C(=C2)N=CN=C3NC4=C(C=C(C=C4)Br)F)OC. Drug 2: CN(CCCl)CCCl.Cl. Cell line: OVCAR3. Synergy scores: CSS=7.17, Synergy_ZIP=-7.74, Synergy_Bliss=-5.93, Synergy_Loewe=-7.11, Synergy_HSA=-5.71. (2) Drug 1: C1=C(C(=O)NC(=O)N1)N(CCCl)CCCl. Drug 2: CC1=CC=C(C=C1)C2=CC(=NN2C3=CC=C(C=C3)S(=O)(=O)N)C(F)(F)F. Cell line: SW-620. Synergy scores: CSS=30.6, Synergy_ZIP=4.72, Synergy_Bliss=5.67, Synergy_Loewe=-0.782, Synergy_HSA=5.39. (3) Drug 1: CCC1=CC2CC(C3=C(CN(C2)C1)C4=CC=CC=C4N3)(C5=C(C=C6C(=C5)C78CCN9C7C(C=CC9)(C(C(C8N6C)(C(=O)OC)O)OC(=O)C)CC)OC)C(=O)OC.C(C(C(=O)O)O)(C(=O)O)O. Drug 2: C1C(C(OC1N2C=NC3=C2NC=NCC3O)CO)O. Cell line: SR. Synergy scores: CSS=49.2, Synergy_ZIP=-1.83, Synergy_Bliss=-3.82, Synergy_Loewe=-3.60, Synergy_HSA=-2.03. (4) Drug 1: CC12CCC(CC1=CCC3C2CCC4(C3CC=C4C5=CN=CC=C5)C)O. Drug 2: C1CCN(CC1)CCOC2=CC=C(C=C2)C(=O)C3=C(SC4=C3C=CC(=C4)O)C5=CC=C(C=C5)O. Cell line: T-47D. Synergy scores: CSS=21.0, Synergy_ZIP=1.36, Synergy_Bliss=6.67, Synergy_Loewe=8.98, Synergy_HSA=9.54.